From a dataset of Forward reaction prediction with 1.9M reactions from USPTO patents (1976-2016). Predict the product of the given reaction. (1) Given the reactants [NH2:1][C:2]1[S:3][CH:4]=[CH:5][N:6]=1.N1C=CC=CC=1.Cl[C:14]([O:16][C:17]1[CH:22]=[CH:21][CH:20]=[CH:19][CH:18]=1)=[O:15].C(OCC)(=O)C.O1CCCC1, predict the reaction product. The product is: [C:17]1([O:16][C:14](=[O:15])[NH:1][C:2]2[S:3][CH:4]=[CH:5][N:6]=2)[CH:22]=[CH:21][CH:20]=[CH:19][CH:18]=1. (2) Given the reactants [Br:1][C:2]1[CH:10]=[C:9]2[C:5]([CH:6]=[CH:7][NH:8]2)=[CH:4][CH:3]=1.P(Cl)(Cl)(Cl)=O.CN([CH:19]=[O:20])C, predict the reaction product. The product is: [Br:1][C:2]1[CH:10]=[C:9]2[C:5]([C:6]([CH:19]=[O:20])=[CH:7][NH:8]2)=[CH:4][CH:3]=1. (3) Given the reactants [NH2:1][C:2]1[CH:7]=[C:6]([CH3:8])[CH:5]=[CH:4][N:3]=1.[H-].[Na+].[CH3:11][O:12][C:13]1[CH:20]=[CH:19][C:16]([CH2:17]Cl)=[CH:15][CH:14]=1.[C:21](O)(=O)[CH2:22][C:23]([CH2:28]C(O)=O)([C:25](O)=O)O.[C:34]([O:37][CH2:38][CH3:39])(=O)C, predict the reaction product. The product is: [CH3:11][O:12][C:13]1[CH:20]=[CH:19][C:16]([CH2:17][N:1]([CH2:28][C:23]2[CH:25]=[CH:39][C:38]([O:37][CH3:34])=[CH:21][CH:22]=2)[C:2]2[CH:7]=[C:6]([CH3:8])[CH:5]=[CH:4][N:3]=2)=[CH:15][CH:14]=1. (4) Given the reactants [CH2:1]([N:8]([CH2:15][C:16]1[CH:21]=[CH:20][CH:19]=[CH:18][CH:17]=1)[CH2:9][CH2:10][CH2:11][C:12]([OH:14])=O)[C:2]1[CH:7]=[CH:6][CH:5]=[CH:4][CH:3]=1.C(N(CC)CC)C.S(Cl)(Cl)=O.[O:33]=[C:34]1[N:38]([CH:39]2[CH2:44][CH2:43][NH:42][CH2:41][CH2:40]2)[C:37]2[CH:45]=[CH:46][CH:47]=[CH:48][C:36]=2[NH:35]1, predict the reaction product. The product is: [CH2:15]([N:8]([CH2:1][C:2]1[CH:3]=[CH:4][CH:5]=[CH:6][CH:7]=1)[CH2:9][CH2:10][CH2:11][C:12]([N:42]1[CH2:41][CH2:40][CH:39]([N:38]2[C:37]3[CH:45]=[CH:46][CH:47]=[CH:48][C:36]=3[NH:35][C:34]2=[O:33])[CH2:44][CH2:43]1)=[O:14])[C:16]1[CH:21]=[CH:20][CH:19]=[CH:18][CH:17]=1. (5) Given the reactants [C:1]1([C:7]2[CH:8]=[C:9]3[N:15]=[C:14]([CH2:16][CH2:17][CH:18]4[N:24]=[C:23]([NH2:25])[CH2:22][CH2:21][CH2:20][CH2:19]4)[NH:13][C:10]3=[N:11][CH:12]=2)[CH:6]=[CH:5][CH:4]=[CH:3][CH:2]=1.[CH2:26]([N:28]1[CH2:33][CH2:32][N:31]([S:34](C2C=CC(C3C=C4N=C(CCC5NC(=S)CCCC5)NC4=NC=3)=CC=2)(=[O:36])=[O:35])[CH2:30][CH2:29]1)[CH3:27].N, predict the reaction product. The product is: [CH2:26]([N:28]1[CH2:33][CH2:32][N:31]([S:34]([C:4]2[CH:3]=[CH:2][C:1]([C:7]3[CH:8]=[C:9]4[N:15]=[C:14]([CH2:16][CH2:17][CH:18]5[N:24]=[C:23]([NH2:25])[CH2:22][CH2:21][CH2:20][CH2:19]5)[NH:13][C:10]4=[N:11][CH:12]=3)=[CH:6][CH:5]=2)(=[O:35])=[O:36])[CH2:30][CH2:29]1)[CH3:27]. (6) Given the reactants [Cl:1][C:2]1[CH:3]=[CH:4][C:5]2[N:11]3[C:12]([C:15]([F:18])([F:17])[F:16])=[N:13][N:14]=[C:10]3[C@H:9]([CH2:19][C:20](O)=[O:21])[O:8][C@@H:7]([C:23]3[CH:28]=[CH:27][CH:26]=[C:25]([O:29][CH3:30])[C:24]=3[O:31][CH3:32])[C:6]=2[CH:33]=1.CN1CCOCC1.ClC(OCC)=O.[BH4-].[Na+].C(O)(=O)CC(CC(O)=O)(C(O)=O)O, predict the reaction product. The product is: [Cl:1][C:2]1[CH:3]=[CH:4][C:5]2[N:11]3[C:12]([C:15]([F:18])([F:17])[F:16])=[N:13][N:14]=[C:10]3[C@@H:9]([CH2:19][CH2:20][OH:21])[O:8][C@H:7]([C:23]3[CH:28]=[CH:27][CH:26]=[C:25]([O:29][CH3:30])[C:24]=3[O:31][CH3:32])[C:6]=2[CH:33]=1. (7) Given the reactants [C:1]([OH:10])(=O)[C:2]1[C:3](=[CH:5][CH:6]=[CH:7][CH:8]=1)[NH2:4].C1C=C[C:14]2N(O)N=[N:17][C:15]=2[CH:16]=1.C(Cl)CCl.C1(N)CC1, predict the reaction product. The product is: [NH2:4][C:3]1[CH:5]=[CH:6][CH:7]=[CH:8][C:2]=1[C:1]([NH:17][CH:15]1[CH2:16][CH2:14]1)=[O:10].